Task: Predict the product of the given reaction.. Dataset: Forward reaction prediction with 1.9M reactions from USPTO patents (1976-2016) (1) Given the reactants [CH3:1][O:2][C:3]1[CH:8]=[C:7]([N+:9]([O-])=O)[CH:6]=[CH:5][C:4]=1[S:12]([CH2:15][CH2:16][CH2:17][N:18]1[CH2:23][CH2:22][O:21][CH2:20][CH2:19]1)(=[O:14])=[O:13], predict the reaction product. The product is: [CH3:1][O:2][C:3]1[CH:8]=[C:7]([CH:6]=[CH:5][C:4]=1[S:12]([CH2:15][CH2:16][CH2:17][N:18]1[CH2:19][CH2:20][O:21][CH2:22][CH2:23]1)(=[O:14])=[O:13])[NH2:9]. (2) The product is: [Br:1][C:2]1[CH:11]=[C:10]2[C:5]([C:6]([NH:18][CH2:17][CH2:16][NH2:19])=[C:7]([N+:12]([O-:14])=[O:13])[CH:8]=[N:9]2)=[CH:4][CH:3]=1. Given the reactants [Br:1][C:2]1[CH:11]=[C:10]2[C:5]([C:6](Cl)=[C:7]([N+:12]([O-:14])=[O:13])[CH:8]=[N:9]2)=[CH:4][CH:3]=1.[CH2:16]([NH2:19])[CH2:17][NH2:18], predict the reaction product. (3) The product is: [CH3:1][O:2][C:3]1[CH:8]=[CH:7][C:6]([N:9]2[CH2:11][C@@H:23]3[CH2:22][CH2:21][C@H:20]2[CH2:19][C:18]3=[O:24])=[CH:5][CH:4]=1. Given the reactants [CH3:1][O:2][C:3]1[CH:8]=[CH:7][C:6]([NH2:9])=[CH:5][CH:4]=1.N1CCC[C@H:11]1C(O)=O.[C:18]1(=[O:24])[CH2:23][CH2:22][CH2:21][CH:20]=[CH:19]1.C=O, predict the reaction product. (4) Given the reactants [N:1]1[C:10]2[C:5](=[CH:6][CH:7]=[CH:8][CH:9]=2)[CH:4]=[CH:3][C:2]=1[CH2:11][O:12][C:13]1[CH:14]=[C:15]([CH:35]=[CH:36][CH:37]=1)[O:16][CH2:17][C:18]1[CH:23]=[CH:22][C:21]([C:24]2[N:28]=[N:27][N:26]([CH2:29][C:30]([O:32]CC)=[O:31])[N:25]=2)=[CH:20][CH:19]=1.C(O)(=O)C, predict the reaction product. The product is: [N:1]1[C:10]2[C:5](=[CH:6][CH:7]=[CH:8][CH:9]=2)[CH:4]=[CH:3][C:2]=1[CH2:11][O:12][C:13]1[CH:14]=[C:15]([CH:35]=[CH:36][CH:37]=1)[O:16][CH2:17][C:18]1[CH:19]=[CH:20][C:21]([C:24]2[N:28]=[N:27][N:26]([CH2:29][C:30]([OH:32])=[O:31])[N:25]=2)=[CH:22][CH:23]=1. (5) Given the reactants [NH:1]1[CH2:6][CH2:5][CH:4]([C:7]([NH2:9])=[O:8])[CH2:3][CH2:2]1.[C:10]1([CH:16]([C:22]2[CH:27]=[CH:26][CH:25]=[CH:24][CH:23]=2)[N:17]2[CH2:20][C:19](=O)[CH2:18]2)[CH:15]=[CH:14][CH:13]=[CH:12][CH:11]=1.CO, predict the reaction product. The product is: [C:10]1([CH:16]([C:22]2[CH:27]=[CH:26][CH:25]=[CH:24][CH:23]=2)[N:17]2[CH2:20][CH:19]([N:1]3[CH2:6][CH2:5][CH:4]([C:7]([NH2:9])=[O:8])[CH2:3][CH2:2]3)[CH2:18]2)[CH:11]=[CH:12][CH:13]=[CH:14][CH:15]=1. (6) Given the reactants [CH2:1]([N:8]1[CH2:13][CH2:12][C:11]([CH2:16][CH:17]=[O:18])([CH:14]=[CH2:15])[CH2:10][CH2:9]1)[C:2]1[CH:7]=[CH:6][CH:5]=[CH:4][CH:3]=1.CO.[Cr](O[Cr]([O-])(=O)=O)([O-])(=O)=O.[NH+]1C=CC=CC=1.[NH+]1C=CC=CC=1.[CH2:42]([O:44]CC)C, predict the reaction product. The product is: [CH2:1]([N:8]1[CH2:13][CH2:12][C:11]([CH2:16][C:17]([O:44][CH3:42])=[O:18])([CH:14]=[CH2:15])[CH2:10][CH2:9]1)[C:2]1[CH:7]=[CH:6][CH:5]=[CH:4][CH:3]=1. (7) Given the reactants C([N:8]1[CH2:12][CH2:11][C:10]([C:27]2[CH:32]=[CH:31][C:30]([C:33]([F:42])([C:38]([F:41])([F:40])[F:39])[C:34]([F:37])([F:36])[F:35])=[CH:29][CH:28]=2)([S:13]([C:16]2[CH:17]=[C:18]([C:22]3([OH:26])[CH2:25][CH2:24][CH2:23]3)[CH:19]=[CH:20][CH:21]=2)(=[O:15])=[O:14])[CH2:9]1)C1C=CC=CC=1.Cl, predict the reaction product. The product is: [F:37][C:34]([F:35])([F:36])[C:33]([F:42])([C:30]1[CH:31]=[CH:32][C:27]([C:10]2([S:13]([C:16]3[CH:17]=[C:18]([C:22]4([OH:26])[CH2:25][CH2:24][CH2:23]4)[CH:19]=[CH:20][CH:21]=3)(=[O:15])=[O:14])[CH2:11][CH2:12][NH:8][CH2:9]2)=[CH:28][CH:29]=1)[C:38]([F:41])([F:40])[F:39].